Dataset: Reaction yield outcomes from USPTO patents with 853,638 reactions. Task: Predict the reaction yield, written as a fraction of the theoretical maximum amount of product (1.0 means a 100% yield; for example, 0.34 means a 34% yield). (1) The reactants are Br[C:2]1[C:3]2[O:12][C:11]([C:13]3[CH:18]=[CH:17][C:16]([C:19]4([NH:23][C:24](=[O:30])[O:25][C:26]([CH3:29])([CH3:28])[CH3:27])[CH2:22][CH2:21][CH2:20]4)=[CH:15][CH:14]=3)=[C:10]([C:31]3[CH:36]=[CH:35][CH:34]=[CH:33][CH:32]=3)[C:4]=2[C:5](=[O:9])[N:6]([CH3:8])[CH:7]=1.C(N(CC)CC)C. The catalyst is CO.C1C=CC(P(C2C=CC=CC=2)[C-]2C=CC=C2)=CC=1.C1C=CC(P(C2C=CC=CC=2)[C-]2C=CC=C2)=CC=1.Cl[Pd]Cl.[Fe+2]. The product is [C:26]([O:25][C:24]([NH:23][C:19]1([C:16]2[CH:15]=[CH:14][C:13]([C:11]3[O:12][C:3]4[C:2]([C:24]([O:25][CH3:26])=[O:30])=[CH:7][N:6]([CH3:8])[C:5](=[O:9])[C:4]=4[C:10]=3[C:31]3[CH:32]=[CH:33][CH:34]=[CH:35][CH:36]=3)=[CH:18][CH:17]=2)[CH2:22][CH2:21][CH2:20]1)=[O:30])([CH3:29])([CH3:27])[CH3:28]. The yield is 0.700. (2) The yield is 0.520. The product is [S:1]1[CH:5]=[CH:4][CH:3]=[C:2]1[CH2:6][NH:7][C:8]([C:10]1[C:25]([Br:26])=[C:13]2[CH:14]=[C:15]([C:19]3[CH:20]=[CH:21][CH:22]=[CH:23][CH:24]=3)[CH:16]=[C:17]([I:18])[N:12]2[N:11]=1)=[O:9]. The catalyst is CN(C=O)C.CCOC(C)=O. The reactants are [S:1]1[CH:5]=[CH:4][CH:3]=[C:2]1[CH2:6][NH:7][C:8]([C:10]1[CH:25]=[C:13]2[CH:14]=[C:15]([C:19]3[CH:24]=[CH:23][CH:22]=[CH:21][CH:20]=3)[CH:16]=[C:17]([I:18])[N:12]2[N:11]=1)=[O:9].[Br:26]N1C(=O)CCC1=O. (3) The reactants are [CH:1]1[C:13]2[NH:12][C:11]3[C:6](=[CH:7][CH:8]=[CH:9][CH:10]=3)[C:5]=2[CH:4]=[CH:3][CH:2]=1.Cl(O)(=O)(=O)=O.[C:19](OC(=O)C)(=[O:21])[CH3:20]. No catalyst specified. The product is [C:19]([N:12]1[C:11]2[CH:10]=[CH:9][CH:8]=[CH:7][C:6]=2[C:5]2[C:13]1=[CH:1][CH:2]=[CH:3][CH:4]=2)(=[O:21])[CH3:20]. The yield is 0.900. (4) The reactants are [CH2:1]([N:3]([CH2:11][C:12]1[CH:13]=[N:14][CH:15]=[C:16]([C:19]2[CH:20]=[C:21]3[C:25](=[CH:26][CH:27]=2)[N:24]([CH:28]2[CH2:33][CH2:32][CH2:31][CH2:30][O:29]2)[N:23]=[C:22]3[C:34]2[NH:35][C:36]([C:39]([NH:41][CH2:42][C:43]3C=NC=CC=3)=[O:40])=[CH:37][N:38]=2)[C:17]=1[CH3:18])[C:4](=[O:10])[O:5][C:6]([CH3:9])([CH3:8])[CH3:7])[CH3:2].C(O[C:54]([N:56](CC1C(C)=C(C2C=C3C(=CC=2)N(C2CCCCO2)N=C3C2NC(C(O)=O)=CN=2)C=NC=1)[CH2:57]C)=O)(C)(C)C.CCN(CC)CC.CN(C)CCN.CN(C(ON1N=NC2C=CC=NC1=2)=[N+](C)C)C.F[P-](F)(F)(F)(F)F. The catalyst is C(Cl)Cl. The product is [CH3:54][N:56]([CH3:57])[CH2:43][CH2:42][NH:41][C:39]([C:36]1[NH:35][C:34]([C:22]2[C:21]3[C:25](=[CH:26][CH:27]=[C:19]([C:16]4[C:17]([CH3:18])=[C:12]([CH2:11][N:3]([CH2:1][CH3:2])[C:4](=[O:10])[O:5][C:6]([CH3:7])([CH3:8])[CH3:9])[CH:13]=[N:14][CH:15]=4)[CH:20]=3)[N:24]([CH:28]3[CH2:33][CH2:32][CH2:31][CH2:30][O:29]3)[N:23]=2)=[N:38][CH:37]=1)=[O:40]. The yield is 0.360. (5) The catalyst is O. The yield is 0.870. The product is [C:1]([O:5][C:6]([N:8]1[CH2:13][C@H:12]([CH2:14][F:15])[N:11]([CH2:24][C:25]([O:27][CH2:28][C:29]2[CH:34]=[CH:33][CH:32]=[CH:31][CH:30]=2)=[O:26])[CH2:10][C@H:9]1[CH3:16])=[O:7])([CH3:4])([CH3:3])[CH3:2]. The reactants are [C:1]([O:5][C:6]([N:8]1[CH2:13][C@H:12]([CH2:14][F:15])[NH:11][CH2:10][C@H:9]1[CH3:16])=[O:7])([CH3:4])([CH3:3])[CH3:2].C(=O)([O-])[O-].[K+].[K+].Br[CH2:24][C:25]([O:27][CH2:28][C:29]1[CH:34]=[CH:33][CH:32]=[CH:31][CH:30]=1)=[O:26].C(#N)C. (6) The yield is 0.900. The reactants are FC(F)(F)C1C=C(NC(=O)NC2C=CC(C3SC(CCC(O)=O)=NC=3)=CC=2)C=CC=1.[F:31][C:32]1[CH:37]=[C:36]([F:38])[CH:35]=[CH:34][C:33]=1[NH:39][C:40](=[O:60])[NH:41][C:42]1[CH:47]=[CH:46][C:45]([C:48]2[S:52][C:51]([CH2:53][CH2:54][CH2:55][C:56]([O:58]C)=[O:57])=[N:50][N:49]=2)=[CH:44][CH:43]=1. The product is [F:31][C:32]1[CH:37]=[C:36]([F:38])[CH:35]=[CH:34][C:33]=1[NH:39][C:40](=[O:60])[NH:41][C:42]1[CH:43]=[CH:44][C:45]([C:48]2[S:52][C:51]([CH2:53][CH2:54][CH2:55][C:56]([OH:58])=[O:57])=[N:50][N:49]=2)=[CH:46][CH:47]=1. No catalyst specified. (7) The reactants are Br[C:2]1[C:3]([O:9][CH3:10])=[N:4][CH:5]=[C:6]([F:8])[CH:7]=1.[CH2:11]([N:15]1[C:23](=[O:24])[C:22]2[C:17](=[CH:18][CH:19]=[CH:20][CH:21]=2)[C:16]1=[O:25])[CH2:12][C:13]#[CH:14].CO. The catalyst is CN(C=O)C.C1C=CC([P]([Pd]([P](C2C=CC=CC=2)(C2C=CC=CC=2)C2C=CC=CC=2)([P](C2C=CC=CC=2)(C2C=CC=CC=2)C2C=CC=CC=2)[P](C2C=CC=CC=2)(C2C=CC=CC=2)C2C=CC=CC=2)(C2C=CC=CC=2)C2C=CC=CC=2)=CC=1.[Cu]I. The product is [F:8][C:6]1[CH:7]=[C:2]([C:14]#[C:13][CH2:12][CH2:11][N:15]2[C:23](=[O:24])[C:22]3[C:17](=[CH:18][CH:19]=[CH:20][CH:21]=3)[C:16]2=[O:25])[C:3]([O:9][CH3:10])=[N:4][CH:5]=1. The yield is 0.920.